This data is from Full USPTO retrosynthesis dataset with 1.9M reactions from patents (1976-2016). The task is: Predict the reactants needed to synthesize the given product. (1) Given the product [C:6]([O:14][C@@H:15]1[C@@H:38]([O:39][C:40](=[O:47])[C:41]2[CH:46]=[CH:45][CH:44]=[CH:43][CH:42]=2)[C@H:37]([O:48][C:49](=[O:56])[C:50]2[CH:51]=[CH:52][CH:53]=[CH:54][CH:55]=2)[C@@H:36]([C@@H:57]([CH3:67])[O:58][C:59](=[O:66])[C:60]2[CH:65]=[CH:64][CH:63]=[CH:62][CH:61]=2)[O:35][C@H:16]1[O:17][C:18]1[C:23]([CH2:24][C:25]2[CH:26]=[CH:27][C:28]([CH2:31][CH3:32])=[CH:29][CH:30]=2)=[CH:22][CH:21]=[CH:20][N:19]=1)(=[O:13])[C:7]1[CH:8]=[CH:9][CH:10]=[CH:11][CH:12]=1, predict the reactants needed to synthesize it. The reactants are: Br.C(O)(=O)C.[C:6]([O:14][C@@H:15]1[C@@H:38]([O:39][C:40](=[O:47])[C:41]2[CH:46]=[CH:45][CH:44]=[CH:43][CH:42]=2)[C@H:37]([O:48][C:49](=[O:56])[C:50]2[CH:55]=[CH:54][CH:53]=[CH:52][CH:51]=2)[C@@H:36]([C@@H:57]([CH3:67])[O:58][C:59](=[O:66])[C:60]2[CH:65]=[CH:64][CH:63]=[CH:62][CH:61]=2)[O:35][C@H:16]1[O:17][C:18]1[C:23]([CH2:24][C:25]2[CH:30]=[CH:29][C:28]([CH2:31][CH3:32])=[CH:27][CH:26]=2)=[C:22](C)[CH:21]=[C:20](C)[N:19]=1)(=[O:13])[C:7]1[CH:12]=[CH:11][CH:10]=[CH:9][CH:8]=1.C(C1C=CC(CC2C(O)=NC=CC=2)=CC=1)C. (2) Given the product [N:27]1[CH:28]=[CH:29][N:30]=[CH:31][C:26]=1[CH2:2][C:3]1[CH:20]=[CH:19][C:6]2[CH2:7][CH2:8][N:9]([C:12]([O:14][C:15]([CH3:18])([CH3:17])[CH3:16])=[O:13])[CH2:10][CH2:11][C:5]=2[CH:4]=1, predict the reactants needed to synthesize it. The reactants are: Br[CH2:2][C:3]1[CH:20]=[CH:19][C:6]2[CH2:7][CH2:8][N:9]([C:12]([O:14][C:15]([CH3:18])([CH3:17])[CH3:16])=[O:13])[CH2:10][CH2:11][C:5]=2[CH:4]=1.C([Sn](CCCC)(CCCC)[C:26]1[CH:31]=[N:30][CH:29]=[CH:28][N:27]=1)CCC.[Cl-].[Li+]. (3) Given the product [N:16]1([C:11](=[O:13])[CH2:10][CH2:9][NH:8][C:1](=[O:2])[O:3][C:4]([CH3:5])([CH3:6])[CH3:7])[CH2:17][CH2:18][CH2:27][CH2:26][CH2:25][CH2:20][CH2:19]1, predict the reactants needed to synthesize it. The reactants are: [C:1]([NH:8][CH2:9][CH2:10][C:11]([OH:13])=O)([O:3][C:4]([CH3:7])([CH3:6])[CH3:5])=[O:2].C([N:16]([CH2:19][CH3:20])[CH2:17][CH3:18])C.[I-].ClC1C=[CH:27][CH:26]=[CH:25][N+]=1C.C1CCCCC1.CCOC(C)=O.